Predict the product of the given reaction. From a dataset of Forward reaction prediction with 1.9M reactions from USPTO patents (1976-2016). Given the reactants [N:1]1[C:5]2[CH:6]=[CH:7][CH:8]=[CH:9][C:4]=2[NH:3][C:2]=1[C:10]1[CH:17]=[CH:16][C:13]([CH2:14][OH:15])=[CH:12][CH:11]=1, predict the reaction product. The product is: [N:1]1[C:5]2[CH:6]=[CH:7][CH:8]=[CH:9][C:4]=2[NH:3][C:2]=1[C:10]1[CH:17]=[CH:16][C:13]([CH:14]=[O:15])=[CH:12][CH:11]=1.